Dataset: Full USPTO retrosynthesis dataset with 1.9M reactions from patents (1976-2016). Task: Predict the reactants needed to synthesize the given product. (1) Given the product [N:9]1([C:6]([CH3:7])([CH3:8])[CH2:5][CH2:4][CH2:3][N:58]2[C:54](=[O:64])[C:55]3[C:56](=[CH:60][CH:61]=[CH:62][CH:63]=3)[C:57]2=[O:59])[C:17]2[C:12](=[N:13][CH:14]=[CH:15][CH:16]=2)[N:11]=[CH:10]1, predict the reactants needed to synthesize it. The reactants are: CO[C:3](=O)[CH:4]=[CH:5][C:6]([N:9]1[C:17]2[C:12](=[N:13][CH:14]=[CH:15][CH:16]=2)[N:11]=[CH:10]1)([CH3:8])[CH3:7].[H][H].[BH4-].[Na+].N(C(OCC)=O)=NC(OCC)=O.C1(P(C2C=CC=CC=2)C2C=CC=CC=2)C=CC=CC=1.[C:54]1(=[O:64])[NH:58][C:57](=[O:59])[C:56]2=[CH:60][CH:61]=[CH:62][CH:63]=[C:55]12. (2) Given the product [CH2:1]([N:8]1[CH:12]=[C:11]([CH2:13][N:14]([C:15]2[CH:16]=[CH:17][CH:18]=[CH:19][C:20]=2[CH:39]([CH3:44])[CH3:40])[C:37]([NH:36][C:28]2[C:29]([CH:33]([CH3:34])[CH3:35])=[CH:30][CH:31]=[CH:32][C:27]=2[CH:24]([CH3:25])[CH3:26])=[O:38])[CH:10]=[N:9]1)[C:2]1[CH:3]=[CH:4][CH:5]=[CH:6][CH:7]=1, predict the reactants needed to synthesize it. The reactants are: [CH2:1]([N:8]1[CH:12]=[C:11]([CH2:13][NH:14][C:15]2[CH:20]=[CH:19][C:18](C(C)C)=[CH:17][CH:16]=2)[CH:10]=[N:9]1)[C:2]1[CH:7]=[CH:6][CH:5]=[CH:4][CH:3]=1.[CH:24]([C:27]1[CH:32]=[CH:31][CH:30]=[C:29]([CH:33]([CH3:35])[CH3:34])[C:28]=1[N:36]=[C:37]=[O:38])([CH3:26])[CH3:25].[C:39]1(C)[CH:44]=CC=C[CH:40]=1. (3) Given the product [CH3:22][O:21][C:20]1[CH:19]=[CH:18][C:4]([CH2:5][O:6][C:7]2[CH:12]=[CH:11][CH:10]=[CH:9][C:8]=2[CH2:13][C:14]([O:16][CH3:17])=[O:15])=[CH:3][C:2]=1[B:26]1[O:27][C:28]([CH3:30])([CH3:29])[C:24]([CH3:40])([CH3:23])[O:25]1, predict the reactants needed to synthesize it. The reactants are: Br[C:2]1[CH:3]=[C:4]([CH:18]=[CH:19][C:20]=1[O:21][CH3:22])[CH2:5][O:6][C:7]1[CH:12]=[CH:11][CH:10]=[CH:9][C:8]=1[CH2:13][C:14]([O:16][CH3:17])=[O:15].[CH3:23][C:24]1([CH3:40])[C:28]([CH3:30])([CH3:29])[O:27][B:26]([B:26]2[O:27][C:28]([CH3:30])([CH3:29])[C:24]([CH3:40])([CH3:23])[O:25]2)[O:25]1.CC([O-])=O.[K+].C(Cl)Cl. (4) Given the product [CH3:11][S:12]([C:2]1[CH:7]=[CH:6][C:5]([OH:8])=[C:4]([O:9][CH3:10])[CH:3]=1)(=[O:14])=[O:13], predict the reactants needed to synthesize it. The reactants are: Br[C:2]1[CH:7]=[CH:6][C:5]([OH:8])=[C:4]([O:9][CH3:10])[CH:3]=1.[CH3:11][S:12]([O-:14])=[O:13].[Na+].CNCCNC.C(OCC)(=O)C. (5) Given the product [Cl:17][C:18]1[CH:19]=[CH:20][C:21]([CH3:25])=[C:22]([NH:23][C:2]2[CH:11]=[CH:10][N:9]=[C:8]3[C:3]=2[C:4]2[CH:16]=[CH:15][CH:14]=[CH:13][C:5]=2[C:6](=[O:12])[NH:7]3)[CH:24]=1, predict the reactants needed to synthesize it. The reactants are: Cl[C:2]1[CH:11]=[CH:10][N:9]=[C:8]2[C:3]=1[C:4]1[CH:16]=[CH:15][CH:14]=[CH:13][C:5]=1[C:6](=[O:12])[NH:7]2.[Cl:17][C:18]1[CH:19]=[CH:20][C:21]([CH3:25])=[C:22]([CH:24]=1)[NH2:23]. (6) Given the product [F:1][C:2]1[CH:21]=[CH:20][C:5]2[C:6]([C:9]3[CH:10]=[C:11]([CH:12]=[CH:13][CH:14]=3)[O:15][CH2:16][C@H:17]([OH:18])[CH2:19][NH:7][CH2:6][C:5]3[CH:20]=[CH:21][C:22]([CH3:23])=[CH:3][CH:4]=3)=[N:7][O:8][C:4]=2[CH:3]=1, predict the reactants needed to synthesize it. The reactants are: [F:1][C:2]1[CH:21]=[CH:20][C:5]2[C:6]([C:9]3[CH:14]=[CH:13][CH:12]=[C:11]([O:15][CH2:16][C@H:17]4[CH2:19][O:18]4)[CH:10]=3)=[N:7][O:8][C:4]=2[CH:3]=1.[CH2:22](O)[CH3:23].